Dataset: Forward reaction prediction with 1.9M reactions from USPTO patents (1976-2016). Task: Predict the product of the given reaction. Given the reactants [NH2:1][C:2]1[CH:7]=[C:6](Br)[C:5]([CH3:9])=[CH:4][C:3]=1[S:10]([NH2:13])(=[O:12])=[O:11].[CH3:14][O:15][C:16]1[CH:21]=[CH:20][CH:19]=[CH:18][C:17]=1B(O)O.C([O-])([O-])=O.[Na+].[Na+], predict the reaction product. The product is: [NH2:1][C:2]1[CH:7]=[C:6]([C:17]2[CH:18]=[CH:19][CH:20]=[CH:21][C:16]=2[O:15][CH3:14])[C:5]([CH3:9])=[CH:4][C:3]=1[S:10]([NH2:13])(=[O:12])=[O:11].